This data is from NCI-60 drug combinations with 297,098 pairs across 59 cell lines. The task is: Regression. Given two drug SMILES strings and cell line genomic features, predict the synergy score measuring deviation from expected non-interaction effect. (1) Drug 1: CCCS(=O)(=O)NC1=C(C(=C(C=C1)F)C(=O)C2=CNC3=C2C=C(C=N3)C4=CC=C(C=C4)Cl)F. Drug 2: CC12CCC3C(C1CCC2OP(=O)(O)O)CCC4=C3C=CC(=C4)OC(=O)N(CCCl)CCCl.[Na+]. Cell line: SK-MEL-5. Synergy scores: CSS=33.6, Synergy_ZIP=-1.07, Synergy_Bliss=-3.53, Synergy_Loewe=-29.0, Synergy_HSA=-3.54. (2) Drug 1: CNC(=O)C1=NC=CC(=C1)OC2=CC=C(C=C2)NC(=O)NC3=CC(=C(C=C3)Cl)C(F)(F)F. Drug 2: CC12CCC3C(C1CCC2OP(=O)(O)O)CCC4=C3C=CC(=C4)OC(=O)N(CCCl)CCCl.[Na+]. Cell line: RXF 393. Synergy scores: CSS=-6.25, Synergy_ZIP=1.40, Synergy_Bliss=-0.527, Synergy_Loewe=-3.56, Synergy_HSA=-3.31. (3) Drug 1: CC12CCC3C(C1CCC2=O)CC(=C)C4=CC(=O)C=CC34C. Drug 2: COC1=NC(=NC2=C1N=CN2C3C(C(C(O3)CO)O)O)N. Cell line: HCT116. Synergy scores: CSS=30.9, Synergy_ZIP=7.37, Synergy_Bliss=3.97, Synergy_Loewe=-14.3, Synergy_HSA=2.76.